Dataset: Forward reaction prediction with 1.9M reactions from USPTO patents (1976-2016). Task: Predict the product of the given reaction. (1) Given the reactants [Cl:1][C:2]1[CH:3]=[C:4]([CH:8]=[C:9]([O:11][C:12]([F:15])([F:14])[F:13])[CH:10]=1)[CH2:5][C:6]#N.[OH2:16].[OH-:17].[K+], predict the reaction product. The product is: [Cl:1][C:2]1[CH:3]=[C:4]([CH2:5][C:6]([OH:17])=[O:16])[CH:8]=[C:9]([O:11][C:12]([F:15])([F:14])[F:13])[CH:10]=1. (2) Given the reactants N(C(OCC)=O)=NC(OCC)=O.[C:13]([O:17][C:18](=[O:43])[NH:19][C@H:20]1[CH2:25][CH2:24][C@H:23]([CH2:26][CH:27]([OH:42])[CH2:28][C:29]2[C:38]3[C:33](=[CH:34][CH:35]=[C:36]([O:39][CH3:40])[N:37]=3)[N:32]=[CH:31][C:30]=2O)[CH2:22][CH2:21]1)([CH3:16])([CH3:15])[CH3:14].C1(P(C2C=CC=CC=2)C2C=CC=CC=2)C=CC=CC=1.C(OCC)(=O)C, predict the reaction product. The product is: [C:13]([O:17][C:18](=[O:43])[NH:19][C@H:20]1[CH2:25][CH2:24][C@H:23]([CH2:26][CH:27]2[CH2:28][C:29]3=[C:38]4[C:33](=[N:32][CH:31]=[C:30]3[O:42]2)[CH:34]=[CH:35][C:36]([O:39][CH3:40])=[N:37]4)[CH2:22][CH2:21]1)([CH3:14])([CH3:16])[CH3:15]. (3) Given the reactants [CH3:1][C@@H:2]([C@@H:8]1[C@@:12]2([CH3:28])[CH2:13][CH2:14][C@@H:15]3[C@@:20]4([CH3:26])[CH2:21][CH2:22][C@@H:23]([OH:25])[CH2:24][C@H:19]4[CH2:18][C@@H:17]([OH:27])[C@H:16]3[C@@H:11]2[CH2:10][CH2:9]1)[CH2:3][CH2:4][C:5]([OH:7])=[O:6].[CH:29]([OH:31])=O.[O:32]1CCC[CH2:33]1, predict the reaction product. The product is: [CH:33]([O:25][C@@H:23]1[CH2:22][CH2:21][C@@:20]2([CH3:26])[C@H:19]([CH2:18][C@@H:17]([O:27][CH:29]=[O:31])[C@@H:16]3[C@@H:15]2[CH2:14][CH2:13][C@@:12]2([CH3:28])[C@H:11]3[CH2:10][CH2:9][C@@H:8]2[C@H:2]([CH3:1])[CH2:3][CH2:4][C:5]([OH:7])=[O:6])[CH2:24]1)=[O:32].